Dataset: Catalyst prediction with 721,799 reactions and 888 catalyst types from USPTO. Task: Predict which catalyst facilitates the given reaction. Reactant: [CH3:1][C:2]1[CH:3]=[C:4]([CH:19]=[CH:20][CH:21]=1)[CH2:5][O:6][C:7]1[CH:15]=[CH:14][CH:13]=[C:9]([C:10]([OH:12])=O)[C:8]=1[C:16]([OH:18])=O.Cl.[NH2:23][CH:24]1[CH2:30][CH2:29][C:28](=[O:31])[NH:27][C:25]1=[O:26]. Product: [O:26]=[C:25]1[CH:24]([N:23]2[C:16](=[O:18])[C:8]3[C:9](=[CH:13][CH:14]=[CH:15][C:7]=3[O:6][CH2:5][C:4]3[CH:19]=[CH:20][CH:21]=[C:2]([CH3:1])[CH:3]=3)[C:10]2=[O:12])[CH2:30][CH2:29][C:28](=[O:31])[NH:27]1. The catalyst class is: 17.